From a dataset of Reaction yield outcomes from USPTO patents with 853,638 reactions. Predict the reaction yield, written as a fraction of the theoretical maximum amount of product (1.0 means a 100% yield; for example, 0.34 means a 34% yield). The reactants are C[N:2]1CCNCC1C1C=CC(N)=CC=1.O[C:16]1[C:24]2N=N[NH:21][C:20]=2[CH:19]=[CH:18][CH:17]=1.Cl.CN(C)CCCN=C=NCC.[CH2:37]([N:39]([CH2:42][CH3:43])[CH2:40][CH3:41])C.[N+:44]([C:47]1[CH:52]=[CH:51][C:50]([CH2:53][CH2:54][CH2:55][C:56]([OH:58])=O)=[CH:49][CH:48]=1)([O-:46])=[O:45]. The yield is 0.840. The catalyst is ClCCl.O. The product is [N+:44]([C:47]1[CH:52]=[CH:51][C:50]([CH2:53][CH2:54][CH2:55][C:56]([NH:2][C:17]2[CH:16]=[CH:24][C:20]([N:21]3[CH2:43][CH2:42][N:39]([CH3:37])[CH2:40][CH2:41]3)=[CH:19][CH:18]=2)=[O:58])=[CH:49][CH:48]=1)([O-:46])=[O:45].